This data is from Reaction yield outcomes from USPTO patents with 853,638 reactions. The task is: Predict the reaction yield, written as a fraction of the theoretical maximum amount of product (1.0 means a 100% yield; for example, 0.34 means a 34% yield). (1) The reactants are [Cl:1][C:2]1[CH:7]=[CH:6][C:5]([C:8](=[O:20])[C:9]2[CH:14]=[CH:13][C:12]([S:15]C(Cl)(Cl)Cl)=[CH:11][CH:10]=2)=[CH:4][CH:3]=1. The catalyst is CO. The product is [Cl:1][C:2]1[CH:3]=[CH:4][C:5]([C:8](=[O:20])[C:9]2[CH:14]=[CH:13][C:12]([SH:15])=[CH:11][CH:10]=2)=[CH:6][CH:7]=1. The yield is 0.980. (2) The reactants are [H-].[Na+].[NH2:3][C:4]1[N:9]=[C:8]([N:10]([CH3:17])[C:11]2[CH:16]=[CH:15][CH:14]=[CH:13][CH:12]=2)[N:7]=[C:6]([C:18]2[N:22]=[C:21]([N:23]3[CH2:26][CH:25]([OH:27])[CH2:24]3)[O:20][N:19]=2)[N:5]=1.CS(O[CH:33]([CH3:35])[CH3:34])(=O)=O. The catalyst is CN(C=O)C.CCOC(C)=O. The product is [CH:33]([O:27][CH:25]1[CH2:24][N:23]([C:21]2[O:20][N:19]=[C:18]([C:6]3[N:7]=[C:8]([N:10]([CH3:17])[C:11]4[CH:12]=[CH:13][CH:14]=[CH:15][CH:16]=4)[N:9]=[C:4]([NH2:3])[N:5]=3)[N:22]=2)[CH2:26]1)([CH3:35])[CH3:34]. The yield is 0.390. (3) The reactants are Br[C:2]1[CH:10]=[CH:9][CH:8]=[C:7]2[C:3]=1[C:4]1([C:20]3=[CH:21][C:22]4[O:26][CH2:25][O:24][C:23]=4[CH:27]=[C:19]3[O:18][CH2:17]1)[C:5](=[O:16])[N:6]2[CH2:11][CH2:12][CH2:13][CH2:14][CH3:15].C(N(CC)CC)C.[NH2:35][C:36]1[CH:41]=[CH:40][CH:39]=[CH:38][N:37]=1.[C]=O.CN(C)[CH:46]=[O:47]. The catalyst is C(OCC)(=O)C.C1C=CC([P]([Pd]([P](C2C=CC=CC=2)(C2C=CC=CC=2)C2C=CC=CC=2)([P](C2C=CC=CC=2)(C2C=CC=CC=2)C2C=CC=CC=2)[P](C2C=CC=CC=2)(C2C=CC=CC=2)C2C=CC=CC=2)(C2C=CC=CC=2)C2C=CC=CC=2)=CC=1. The product is [O:16]=[C:5]1[C:4]2([C:20]3=[CH:21][C:22]4[O:26][CH2:25][O:24][C:23]=4[CH:27]=[C:19]3[O:18][CH2:17]2)[C:3]2[C:2]([C:46]([NH:35][C:36]3[CH:41]=[CH:40][CH:39]=[CH:38][N:37]=3)=[O:47])=[CH:10][CH:9]=[CH:8][C:7]=2[N:6]1[CH2:11][CH2:12][CH2:13][CH2:14][CH3:15]. The yield is 0.140. (4) The reactants are [N:1]1([CH2:7][CH2:8][CH2:9][NH2:10])[CH2:6][CH2:5][O:4][CH2:3][CH2:2]1.Cl[C:12]1[N:13]=[N+:14]([O-:23])[C:15]2[CH:21]=[C:20]([CH3:22])[CH:19]=[CH:18][C:16]=2[N:17]=1. The catalyst is COCCOC. The product is [CH3:22][C:20]1[CH:19]=[CH:18][C:16]2[N:17]=[C:12]([NH:10][CH2:9][CH2:8][CH2:7][N:1]3[CH2:6][CH2:5][O:4][CH2:3][CH2:2]3)[N:13]=[N+:14]([O-:23])[C:15]=2[CH:21]=1. The yield is 0.980. (5) The reactants are [Mg].II.Br[C:5]1[CH:10]=[CH:9][CH:8]=[CH:7][CH:6]=1.[CH:11](=[O:18])[C:12]1[CH:17]=[CH:16][CH:15]=[CH:14][CH:13]=1. The catalyst is CCOCC.II. The product is [C:5]1([CH:11]([C:12]2[CH:17]=[CH:16][CH:15]=[CH:14][CH:13]=2)[OH:18])[CH:10]=[CH:9][CH:8]=[CH:7][CH:6]=1. The yield is 0.450. (6) The catalyst is CN(C)C1C=CN=CC=1. The yield is 0.840. The reactants are Cl.C(N=C=NCCCN(C)C)C.[CH3:13][C@H:14]([C:27]([OH:29])=[O:28])[C:15]1[CH:16]=[CH:17][C:18]2[CH:19]=[C:20]([O:25][CH3:26])[CH:21]=[CH:22][C:23]=2[CH:24]=1.O[CH2:31][CH2:32][N:33]1[CH:37]=[CH:36][N:35]=[CH:34]1.O1[CH2:42][CH2:41][CH2:40][CH2:39]1. The product is [CH3:26][O:25][C:20]1[CH:19]=[C:18]2[C:23](=[CH:22][CH:21]=1)[CH:24]=[C:15]([CH:14]([CH3:13])[C:27]([O:29][CH2:31][CH2:32][N:33]1[C:37]3[CH:39]=[CH:40][CH:41]=[CH:42][C:36]=3[N:35]=[CH:34]1)=[O:28])[CH:16]=[CH:17]2. (7) The reactants are Cl.[F:2][C:3]([CH:16]1[CH2:21][CH2:20][NH:19][CH2:18][CH2:17]1)([S:5]([C:8]1[CH:9]=[CH:10][C:11]([O:14][CH3:15])=[N:12][CH:13]=1)(=[O:7])=[O:6])[CH3:4].C(N(CC)CC)C.[N:29]1[CH:34]=[CH:33][C:32]([NH:35][C:36](=O)[O:37]C2C=CC=CC=2)=[CH:31][N:30]=1. The catalyst is CS(C)=O. The product is [F:2][C:3]([CH:16]1[CH2:21][CH2:20][N:19]([C:36]([NH:35][C:32]2[CH:33]=[CH:34][N:29]=[N:30][CH:31]=2)=[O:37])[CH2:18][CH2:17]1)([S:5]([C:8]1[CH:13]=[N:12][C:11]([O:14][CH3:15])=[CH:10][CH:9]=1)(=[O:7])=[O:6])[CH3:4]. The yield is 0.390. (8) The reactants are Br[C:2]1[CH:3]=[C:4]([NH:10][C:11]2[CH:16]=[CH:15][C:14]([O:17][CH:18]3[CH2:21][N:20]([CH3:22])[CH2:19]3)=[CH:13][N:12]=2)[C:5](=[O:9])[N:6]([CH3:8])[CH:7]=1.[C:23]([O:26][CH2:27][C:28]1[C:29]([N:43]2[CH2:55][CH2:54][N:46]3[C:47]4[CH2:48][CH2:49][CH2:50][CH2:51][C:52]=4[CH:53]=[C:45]3[C:44]2=[O:56])=[N:30][CH:31]=[CH:32][C:33]=1B1OC(C)(C)C(C)(C)O1)(=[O:25])[CH3:24].[O-]P([O-])([O-])=O.[K+].[K+].[K+].O.O.O.C([O-])(=O)C.[Na+]. The catalyst is C(#N)C.O.C1C=CC(P(C2C=CC=CC=2)[C-]2C=CC=C2)=CC=1.C1C=CC(P(C2C=CC=CC=2)[C-]2C=CC=C2)=CC=1.Cl[Pd]Cl.[Fe+2]. The product is [C:23]([O:26][CH2:27][C:28]1[C:29]([N:43]2[CH2:55][CH2:54][N:46]3[C:47]4[CH2:48][CH2:49][CH2:50][CH2:51][C:52]=4[CH:53]=[C:45]3[C:44]2=[O:56])=[N:30][CH:31]=[CH:32][C:33]=1[C:2]1[CH:3]=[C:4]([NH:10][C:11]2[CH:16]=[CH:15][C:14]([O:17][CH:18]3[CH2:21][N:20]([CH3:22])[CH2:19]3)=[CH:13][N:12]=2)[C:5](=[O:9])[N:6]([CH3:8])[CH:7]=1)(=[O:25])[CH3:24]. The yield is 0.520.